This data is from Peptide-MHC class I binding affinity with 185,985 pairs from IEDB/IMGT. The task is: Regression. Given a peptide amino acid sequence and an MHC pseudo amino acid sequence, predict their binding affinity value. This is MHC class I binding data. (1) The peptide sequence is YNPQSQGVV. The MHC is Mamu-A2601 with pseudo-sequence Mamu-A2601. The binding affinity (normalized) is 0.489. (2) The peptide sequence is FMRDWNSKY. The MHC is HLA-A33:01 with pseudo-sequence HLA-A33:01. The binding affinity (normalized) is 0.